This data is from Full USPTO retrosynthesis dataset with 1.9M reactions from patents (1976-2016). The task is: Predict the reactants needed to synthesize the given product. (1) Given the product [F:21][C:22]1[CH:23]=[C:24]([NH:25][C:15]2[CH:20]=[CH:19][CH:18]=[CH:17][CH:16]=2)[CH:26]=[CH:27][C:28]=1[F:29], predict the reactants needed to synthesize it. The reactants are: C(P(C(C)(C)C)C(C)(C)C)(C)(C)C.Br[C:15]1[CH:20]=[CH:19][CH:18]=[CH:17][CH:16]=1.[F:21][C:22]1[CH:23]=[C:24]([CH:26]=[CH:27][C:28]=1[F:29])[NH2:25].CC(C)([O-])C.[Na+]. (2) Given the product [Br:23][C:21]1[CH:20]=[CH:19][C:18]([F:24])=[C:17]([C@:2]2([CH3:16])[C:3]([F:15])([F:14])[C:4]([CH3:13])([CH3:5])[O:6][CH2:7][C:8](=[O:9])[NH:1]2)[CH:22]=1, predict the reactants needed to synthesize it. The reactants are: [NH2:1][C@@:2]([C:17]1[CH:22]=[C:21]([Br:23])[CH:20]=[CH:19][C:18]=1[F:24])([CH3:16])[C:3]([F:15])([F:14])[C:4]([CH3:13])([O:6][CH2:7][C:8](OCC)=[O:9])[CH3:5].C[Al](C)C.C(=O)([O-])O.[Na+]. (3) Given the product [C:26]([O:25][C:23](=[O:24])[NH:21][C:20]1[S:22][CH2:16][C:17](=[O:18])[N:19]=1)([CH3:29])([CH3:28])[CH3:27], predict the reactants needed to synthesize it. The reactants are: COC1C=CC(/C=[C:16]2/[C:17]([NH:19][C:20]([S:22]/2)=[NH:21])=[O:18])=CC=1OC1CCCC1.[C:23](O[C:23]([O:25][C:26]([CH3:29])([CH3:28])[CH3:27])=[O:24])([O:25][C:26]([CH3:29])([CH3:28])[CH3:27])=[O:24]. (4) Given the product [C:24]([C:21]([CH3:23])([CH3:22])[CH2:20][C:16]1[CH:15]=[C:14]([CH:19]=[CH:18][CH:17]=1)[O:13][C:9]1[CH:8]=[C:7]([CH2:6][C:5]([CH3:30])([CH3:29])[C:4]([OH:31])=[O:3])[CH:12]=[CH:11][CH:10]=1)([OH:26])=[O:25], predict the reactants needed to synthesize it. The reactants are: C([O:3][C:4](=[O:31])[C:5]([CH3:30])([CH3:29])[CH2:6][C:7]1[CH:12]=[CH:11][CH:10]=[C:9]([O:13][C:14]2[CH:19]=[CH:18][CH:17]=[C:16]([CH2:20][C:21]([C:24]([O:26]CC)=[O:25])([CH3:23])[CH3:22])[CH:15]=2)[CH:8]=1)C.[OH-].[K+]. (5) Given the product [CH3:4][C:5]([Si:8]([CH3:41])([CH3:40])[O:9][CH2:10][C@@H:11]([O:13][C:14]1[CH:15]=[C:16]([O:29][C:30]2[N:35]=[CH:34][C:33]([C:36]([OH:38])=[O:37])=[CH:32][CH:31]=2)[CH:17]=[C:18]([C:20]([NH:22][C:23]2[CH:27]=[CH:26][N:25]([CH3:28])[N:24]=2)=[O:21])[CH:19]=1)[CH3:12])([CH3:6])[CH3:7], predict the reactants needed to synthesize it. The reactants are: O.[OH-].[Li+].[CH3:4][C:5]([Si:8]([CH3:41])([CH3:40])[O:9][CH2:10][C@@H:11]([O:13][C:14]1[CH:15]=[C:16]([O:29][C:30]2[N:35]=[CH:34][C:33]([C:36]([O:38]C)=[O:37])=[CH:32][CH:31]=2)[CH:17]=[C:18]([C:20]([NH:22][C:23]2[CH:27]=[CH:26][N:25]([CH3:28])[N:24]=2)=[O:21])[CH:19]=1)[CH3:12])([CH3:7])[CH3:6]. (6) Given the product [CH2:37]([O:36][CH:35]([O:39][CH2:40][CH3:41])[C@@H:34]([N:22]([CH2:23][C:24]1[CH:25]=[CH:26][CH:27]=[C:28]2[C:33]=1[N:32]=[CH:31][CH:30]=[CH:29]2)[C:20](=[O:21])[C@@H:19]([NH:18][C:15](=[O:17])[CH2:14][N:2]([CH3:1])[NH:3][C:4]([NH:5][CH2:6][C:7]1[CH:8]=[CH:9][N:10]=[CH:11][CH:12]=1)=[O:13])[CH3:43])[CH3:42])[CH3:38], predict the reactants needed to synthesize it. The reactants are: [CH3:1][N:2]([CH2:14][C:15]([OH:17])=O)[NH:3][C:4](=[O:13])[NH:5][CH2:6][C:7]1[CH:12]=[CH:11][N:10]=[CH:9][CH:8]=1.[NH2:18][C@@H:19]([CH3:43])[C:20]([N:22]([C@@H:34]([CH3:42])[CH:35]([O:39][CH2:40][CH3:41])[O:36][CH2:37][CH3:38])[CH2:23][C:24]1[CH:25]=[CH:26][CH:27]=[C:28]2[C:33]=1[N:32]=[CH:31][CH:30]=[CH:29]2)=[O:21]. (7) Given the product [Cl:32][C:23]1[CH:24]=[CH:25][CH:26]=[C:27]([C:28]([F:29])([F:31])[F:30])[C:22]=1[CH2:21][N:17]1[CH2:18][C@H:19]([CH3:20])[C@:15]([CH2:14][C:13]([OH:49])=[O:12])([C:33](=[O:34])[NH:35][CH:36]2[CH2:37][CH2:38][NH:39][CH2:40][CH2:41]2)[CH2:16]1, predict the reactants needed to synthesize it. The reactants are: FC(F)(F)C(O)=O.C([O:12][C:13](=[O:49])[CH2:14][C@@:15]1([C:33]([NH:35][CH:36]2[CH2:41][CH2:40][N:39](C(OC(C)(C)C)=O)[CH2:38][CH2:37]2)=[O:34])[C@H:19]([CH3:20])[CH2:18][N:17]([CH2:21][C:22]2[C:27]([C:28]([F:31])([F:30])[F:29])=[CH:26][CH:25]=[CH:24][C:23]=2[Cl:32])[CH2:16]1)(C)(C)C. (8) Given the product [Br:8][C:9]1[CH:14]=[C:13]([CH3:15])[C:12]([O:16][CH:19]([F:21])[F:20])=[C:11]([CH3:17])[CH:10]=1, predict the reactants needed to synthesize it. The reactants are: CC(C)=O.C(=O)=O.[Br:8][C:9]1[CH:14]=[C:13]([CH3:15])[C:12]([OH:16])=[C:11]([CH3:17])[CH:10]=1.Cl[CH:19]([F:21])[F:20]. (9) Given the product [CH3:39][C:26]1[CH:25]=[C:24]([CH3:28])[CH:23]=[C:49]([CH3:50])[C:27]=1[S:32]([C:11]1[N:15]=[CH:14][N:13]([C:16](=[O:20])[N:17]([CH3:19])[CH3:18])[N:12]=1)(=[O:36])=[O:34], predict the reactants needed to synthesize it. The reactants are: CC1C=C(C)C=C(C)C=1S[C:11]1[N:15]=[CH:14][N:13]([C:16](=[O:20])[N:17]([CH3:19])[CH3:18])[N:12]=1.ClC1[CH:27]=[CH:26][CH:25]=[C:24]([C:28](OO)=O)[CH:23]=1.[S:32]([O-:36])([O-])(=[O:34])=S.[Na+].[Na+].[C:39](=O)([O-])[O-].[K+].[K+].C(O[CH2:49][CH3:50])(=O)C. (10) The reactants are: C1COCC1.[CH2:6]([O:8][C:9](=[O:37])/[CH:10]=[CH:11]/[C:12]1[C:13]([NH:28][C:29]2[C:34]([F:35])=[CH:33][CH:32]=[CH:31][C:30]=2[F:36])=[N:14][C:15]([S:26][CH3:27])=[N:16][C:17]=1[C:18]1[CH:23]=[CH:22][C:21]([F:24])=[CH:20][C:19]=1[CH3:25])C.Cl.CCOC(C)=O. Given the product [CH3:6][O:8][C:9](=[O:37])[CH2:10][CH2:11][C:12]1[C:13]([NH:28][C:29]2[C:34]([F:35])=[CH:33][CH:32]=[CH:31][C:30]=2[F:36])=[N:14][C:15]([S:26][CH3:27])=[N:16][C:17]=1[C:18]1[CH:23]=[CH:22][C:21]([F:24])=[CH:20][C:19]=1[CH3:25], predict the reactants needed to synthesize it.